From a dataset of Reaction yield outcomes from USPTO patents with 853,638 reactions. Predict the reaction yield, written as a fraction of the theoretical maximum amount of product (1.0 means a 100% yield; for example, 0.34 means a 34% yield). (1) The reactants are C([O:8][C:9]1[C:14]([C:15]([F:18])([F:17])[F:16])=[C:13]([O:19]CC2C=CC=CC=2)[CH:12]=[CH:11][C:10]=1[C:27](=[O:29])[CH3:28])C1C=CC=CC=1. The product is [OH:8][C:9]1[C:14]([C:15]([F:16])([F:17])[F:18])=[C:13]([OH:19])[CH:12]=[CH:11][C:10]=1[C:27](=[O:29])[CH3:28]. The yield is 0.910. The catalyst is C(O)C.C1CCCCC=1.[OH-].[OH-].[Pd+2]. (2) The reactants are [Br:1][C:2]1[C:10](F)=[CH:9][C:5]([C:6]([OH:8])=[O:7])=[C:4]([N+:12]([O-:14])=[O:13])[CH:3]=1.[F:15][C:16]1[CH:21]=[C:20]([F:22])[CH:19]=[CH:18][C:17]=1[OH:23].C(=O)([O-])[O-].[Cs+].[Cs+].Cl. The catalyst is O.CS(C)=O. The product is [Br:1][C:2]1[C:10]([O:23][C:17]2[CH:18]=[CH:19][C:20]([F:22])=[CH:21][C:16]=2[F:15])=[CH:9][C:5]([C:6]([OH:8])=[O:7])=[C:4]([N+:12]([O-:14])=[O:13])[CH:3]=1. The yield is 0.950. (3) The reactants are [CH3:1][O:2][C:3]([C:5]1[C:10](Cl)=[N:9][C:8]([N:12]2[CH2:17][CH2:16][O:15][CH2:14][CH2:13]2)=[CH:7][N:6]=1)=[O:4].[CH2:18]([Sn](CCCC)(CCCC)C(C)=C)[CH2:19][CH2:20]C. The catalyst is O1CCOCC1.Cl[Pd](Cl)([P](C1C=CC=CC=1)(C1C=CC=CC=1)C1C=CC=CC=1)[P](C1C=CC=CC=1)(C1C=CC=CC=1)C1C=CC=CC=1. The product is [CH3:1][O:2][C:3]([C:5]1[C:10]([C:19]([CH3:20])=[CH2:18])=[N:9][C:8]([N:12]2[CH2:17][CH2:16][O:15][CH2:14][CH2:13]2)=[CH:7][N:6]=1)=[O:4]. The yield is 0.620. (4) The reactants are [Br:1][C:2]1[C:9]([F:10])=[CH:8][C:5]([CH:6]=O)=[C:4](F)[CH:3]=1.[CH3:12][O:13][C:14](=[O:17])[CH2:15][SH:16]. The catalyst is C(#N)C. The product is [CH3:12][O:13][C:14]([C:15]1[S:16][C:4]2[CH:3]=[C:2]([Br:1])[C:9]([F:10])=[CH:8][C:5]=2[CH:6]=1)=[O:17]. The yield is 0.640. (5) The product is [CH3:36][N:2]([CH3:1])[CH:3]1[CH2:4][N:5]([C:7]2[CH:8]=[C:9]([O:34][CH3:35])[C:10]([NH:16][C:17]3[N:22]=[C:21]([C:23]4[C:31]5[C:26](=[CH:27][CH:28]=[CH:29][CH:30]=5)[N:25]([CH3:32])[CH:24]=4)[C:20]([CH3:33])=[CH:19][N:18]=3)=[CH:11][C:12]=2[NH2:13])[CH2:6]1. The catalyst is C(O)C.O.[Fe]. The yield is 0.690. The reactants are [CH3:1][N:2]([CH3:36])[CH:3]1[CH2:6][N:5]([C:7]2[C:12]([N+:13]([O-])=O)=[CH:11][C:10]([NH:16][C:17]3[N:22]=[C:21]([C:23]4[C:31]5[C:26](=[CH:27][CH:28]=[CH:29][CH:30]=5)[N:25]([CH3:32])[CH:24]=4)[C:20]([CH3:33])=[CH:19][N:18]=3)=[C:9]([O:34][CH3:35])[CH:8]=2)[CH2:4]1.[NH4+].[Cl-]. (6) The yield is 0.990. The reactants are [C:1]([C:3]1[CH:11]=[CH:10][C:6]([C:7](O)=[O:8])=[CH:5][C:4]=1[F:12])#[N:2].O=S(Cl)[Cl:15]. The product is [C:1]([C:3]1[CH:11]=[CH:10][C:6]([C:7]([Cl:15])=[O:8])=[CH:5][C:4]=1[F:12])#[N:2]. No catalyst specified.